This data is from Reaction yield outcomes from USPTO patents with 853,638 reactions. The task is: Predict the reaction yield, written as a fraction of the theoretical maximum amount of product (1.0 means a 100% yield; for example, 0.34 means a 34% yield). The reactants are [Br:1][C:2]1[CH:9]=[CH:8][C:5]([CH:6]=O)=[C:4](F)[CH:3]=1.[NH2:11][C:12]([NH2:14])=[NH:13].CN(C=O)C. The catalyst is O. The product is [Br:1][C:2]1[CH:3]=[C:4]2[C:5]([CH:6]=[N:11][C:12]([NH2:14])=[N:13]2)=[CH:8][CH:9]=1. The yield is 0.140.